This data is from Reaction yield outcomes from USPTO patents with 853,638 reactions. The task is: Predict the reaction yield, written as a fraction of the theoretical maximum amount of product (1.0 means a 100% yield; for example, 0.34 means a 34% yield). The reactants are [ClH:1].[Cl:2][C:3]1[CH:9]=[CH:8][C:6](N)=[C:5]([N+:10]([O-:12])=[O:11])[CH:4]=1.N([O-])=O.[Na+].[S:17](=[O:19])=[O:18]. The catalyst is O.C(O)(=O)C.[Cu]Cl. The product is [Cl:2][C:3]1[CH:4]=[C:5]([N+:10]([O-:12])=[O:11])[CH:6]=[CH:8][C:9]=1[S:17]([Cl:1])(=[O:19])=[O:18]. The yield is 0.690.